From a dataset of Full USPTO retrosynthesis dataset with 1.9M reactions from patents (1976-2016). Predict the reactants needed to synthesize the given product. (1) Given the product [C:13]([N:5]1[C:6]2[C:11](=[CH:10][C:9]([Br:12])=[CH:8][CH:7]=2)[C@H:2]([NH:1][C:18]2[CH:25]=[CH:24][C:21]([C:22]#[N:23])=[CH:20][N:19]=2)[CH2:3][C@@H:4]1[CH3:16])(=[O:15])[CH3:14], predict the reactants needed to synthesize it. The reactants are: [NH2:1][C@H:2]1[C:11]2[C:6](=[CH:7][CH:8]=[C:9]([Br:12])[CH:10]=2)[N:5]([C:13](=[O:15])[CH3:14])[C@@H:4]([CH3:16])[CH2:3]1.Cl[C:18]1[CH:25]=[CH:24][C:21]([C:22]#[N:23])=[CH:20][N:19]=1.CCN(C(C)C)C(C)C. (2) Given the product [CH2:11]([O:10][C:8](=[O:9])[CH2:7][CH:26]1[O:31][B:30]([OH:34])[C:24]2[CH:23]=[C:22]([O:21][C:20]3[CH:39]=[CH:40][CH:41]=[C:18]([CH:14]4[O:13][CH2:17][CH2:16][O:15]4)[CH:19]=3)[CH:29]=[CH:28][C:25]1=2)[CH3:12], predict the reactants needed to synthesize it. The reactants are: C[Si](Cl)(C)C.Br[CH2:7][C:8]([O:10][CH2:11][CH3:12])=[O:9].[O:13]1[CH2:17][CH2:16][O:15][CH:14]1[C:18]1[CH:19]=[C:20]([CH:39]=[CH:40][CH:41]=1)[O:21][C:22]1[CH:29]=[CH:28][C:25]([CH:26]=O)=[C:24]([B:30]2[O:34]C(C)(C)C(C)(C)[O:31]2)[CH:23]=1.[NH4+].[Cl-]. (3) Given the product [O:1]1[C:5]2[CH:6]=[CH:7][CH:8]=[C:9]([C:10]([CH3:30])([CH3:29])[CH2:11][C:12]([OH:28])([C:32]([F:34])([F:33])[F:31])[C:13]([NH:15][C:16]3[CH:17]=[CH:18][C:19]4[C:24](=[O:25])[O:23][N:22]=[C:21]([CH3:26])[C:20]=4[CH:27]=3)=[O:14])[C:4]=2[O:3][CH2:2]1, predict the reactants needed to synthesize it. The reactants are: [O:1]1[C:5]2[CH:6]=[CH:7][CH:8]=[C:9]([C:10]([CH3:30])([CH3:29])[CH2:11][C:12](=[O:28])[C:13]([NH:15][C:16]3[CH:17]=[CH:18][C:19]4[C:24](=[O:25])[O:23][N:22]=[C:21]([CH3:26])[C:20]=4[CH:27]=3)=[O:14])[C:4]=2[O:3][CH2:2]1.[F:31][C:32]([Si](C)(C)C)([F:34])[F:33].C(=O)([O-])[O-].[Cs+].[Cs+].[F-].C([N+](CCCC)(CCCC)CCCC)CCC.